This data is from Catalyst prediction with 721,799 reactions and 888 catalyst types from USPTO. The task is: Predict which catalyst facilitates the given reaction. (1) Reactant: [Br:1][C:2]1[CH:15]=[CH:14][C:13]2[O:12][C:11]3[C:6](=[CH:7][C:8]([I:16])=[CH:9][CH:10]=3)[C:5](=O)[C:4]=2[CH:3]=1.[CH3:18][Mg]Br.CCOCC.CC1C=CC(S([O-])(=O)=O)=CC=1.C1C=C[NH+]=CC=1. Product: [Br:1][C:2]1[CH:15]=[CH:14][C:13]2[O:12][C:11]3[C:6](=[CH:7][C:8]([I:16])=[CH:9][CH:10]=3)[C:5](=[CH2:18])[C:4]=2[CH:3]=1. The catalyst class is: 168. (2) Reactant: CCCC[N+](CCCC)(CCCC)CCCC.[F-].[Si]([O:26][C@H:27]1[CH2:32][CH2:31][C@@:30]([C@H:34]2[CH2:42][CH2:41][C@@:40]3([CH3:43])[C@@H:36]([CH2:37][CH2:38][C:39]3=[CH2:44])[C@@H:35]2[CH2:45][NH:46][CH2:47][C:48]2[N:52]([CH2:53][O:54][CH2:55][CH2:56][Si:57]([CH3:60])([CH3:59])[CH3:58])[C:51]3[CH:61]=[CH:62][CH:63]=[CH:64][C:50]=3[N:49]=2)([CH3:33])[C@@H:29]([CH2:65][O:66][Si](C(C)(C)C)(C)C)[CH2:28]1)(C(C)(C)C)(C)C. Product: [OH:66][CH2:65][C@@H:29]1[C@@:30]([CH3:33])([C@H:34]2[CH2:42][CH2:41][C@@:40]3([CH3:43])[C@@H:36]([CH2:37][CH2:38][C:39]3=[CH2:44])[C@@H:35]2[CH2:45][NH:46][CH2:47][C:48]2[N:52]([CH2:53][O:54][CH2:55][CH2:56][Si:57]([CH3:58])([CH3:59])[CH3:60])[C:51]3[CH:61]=[CH:62][CH:63]=[CH:64][C:50]=3[N:49]=2)[CH2:31][CH2:32][C@H:27]([OH:26])[CH2:28]1. The catalyst class is: 1.